From a dataset of Forward reaction prediction with 1.9M reactions from USPTO patents (1976-2016). Predict the product of the given reaction. (1) Given the reactants [OH-:1].[Na+].[OH2:3].[NH2:4][C:5]1[N:10]=[CH:9][N:8]=[C:7]2[N:11]([CH:15]([C:17]3[C:18]([O:33][CH3:34])=[C:19]([C:25]4[CH:26]=[CH:27][C:28]([C:31]#N)=[N:29][CH:30]=4)[C:20]([CH3:24])=[C:21]([Cl:23])[CH:22]=3)[CH3:16])[N:12]=[C:13]([CH3:14])[C:6]=12.Cl, predict the reaction product. The product is: [NH2:4][C:5]1[N:10]=[CH:9][N:8]=[C:7]2[N:11]([CH:15]([C:17]3[C:18]([O:33][CH3:34])=[C:19]([C:25]4[CH:26]=[CH:27][C:28]([C:31]([OH:3])=[O:1])=[N:29][CH:30]=4)[C:20]([CH3:24])=[C:21]([Cl:23])[CH:22]=3)[CH3:16])[N:12]=[C:13]([CH3:14])[C:6]=12. (2) Given the reactants Br[C:2]1[CH:3]=[C:4]([N:8]2[C:16]3[CH2:15][CH2:14][CH2:13][CH:12]([N:17]4[CH:21]=[CH:20][CH:19]=[N:18]4)[C:11]=3[C:10]([C:22]([O:24][CH2:25][CH3:26])=[O:23])=[N:9]2)[CH:5]=[CH:6][CH:7]=1.[C:27]([C@:29]1([OH:36])[CH2:33][CH2:32][N:31]([CH3:34])[C:30]1=[O:35])#[CH:28], predict the reaction product. The product is: [OH:36][C@@:29]1([C:27]#[C:28][C:2]2[CH:3]=[C:4]([N:8]3[C:16]4[CH2:15][CH2:14][CH2:13][CH:12]([N:17]5[CH:21]=[CH:20][CH:19]=[N:18]5)[C:11]=4[C:10]([C:22]([O:24][CH2:25][CH3:26])=[O:23])=[N:9]3)[CH:5]=[CH:6][CH:7]=2)[CH2:33][CH2:32][N:31]([CH3:34])[C:30]1=[O:35]. (3) Given the reactants [C:1]1([C:7]2[C:8]([C:15]3[CH:20]=[CH:19][C:18]([CH2:21][NH:22][CH2:23][C:24]4[CH:29]=[CH:28][C:27]([C:30]5[N:31]=[N:32][S:33][CH:34]=5)=[CH:26][CH:25]=4)=[CH:17][CH:16]=3)=[N:9][CH:10]=[C:11]([CH:14]=2)[C:12]#[N:13])[CH:6]=[CH:5][CH:4]=[CH:3][CH:2]=1.[N-:35]=[N+:36]=[N-:37].[Na+].O, predict the reaction product. The product is: [C:1]1([C:7]2[C:8]([C:15]3[CH:16]=[CH:17][C:18]([CH2:21][NH:22][CH2:23][C:24]4[CH:29]=[CH:28][C:27]([C:30]5[N:31]=[N:32][S:33][CH:34]=5)=[CH:26][CH:25]=4)=[CH:19][CH:20]=3)=[N:9][CH:10]=[C:11]([C:12]3[NH:37][N:36]=[N:35][N:13]=3)[CH:14]=2)[CH:6]=[CH:5][CH:4]=[CH:3][CH:2]=1. (4) Given the reactants [CH3:1][O:2][C:3]1[CH:4]=[C:5]([C:11]2[N:12]=[C:13]3[CH:21]=[CH:20][C:19](B4OC(C)(C)C(C)(C)O4)=[CH:18][N:14]3[C:15](=[O:17])[CH:16]=2)[CH:6]=[CH:7][C:8]=1[O:9][CH3:10].FC(F)(F)S(O[C:37]1[CH2:38][N:39]([C:43]([O:45][C:46]([CH3:49])([CH3:48])[CH3:47])=[O:44])[CH2:40][CH2:41][CH:42]=1)(=O)=O.C(=O)([O-])[O-].[K+].[K+], predict the reaction product. The product is: [CH3:1][O:2][C:3]1[CH:4]=[C:5]([C:11]2[N:12]=[C:13]3[CH:21]=[CH:20][C:19]([C:37]4[CH2:38][N:39]([C:43]([O:45][C:46]([CH3:49])([CH3:48])[CH3:47])=[O:44])[CH2:40][CH2:41][CH:42]=4)=[CH:18][N:14]3[C:15](=[O:17])[CH:16]=2)[CH:6]=[CH:7][C:8]=1[O:9][CH3:10]. (5) Given the reactants [OH-].[Na+].C[O:4][C:5](=[O:30])[CH2:6][CH:7]1[C:11]2[CH:12]=[CH:13][C:14]([O:16][CH:17]3[C:25]4[C:20](=[C:21]([C:26]([F:29])([F:28])[F:27])[CH:22]=[CH:23][CH:24]=4)[CH2:19][CH2:18]3)=[CH:15][C:10]=2[O:9][CH2:8]1.Cl, predict the reaction product. The product is: [F:29][C:26]([F:27])([F:28])[C:21]1[CH:22]=[CH:23][CH:24]=[C:25]2[C:20]=1[CH2:19][CH2:18][CH:17]2[O:16][C:14]1[CH:13]=[CH:12][C:11]2[CH:7]([CH2:6][C:5]([OH:30])=[O:4])[CH2:8][O:9][C:10]=2[CH:15]=1. (6) Given the reactants Cl[C:2]1[CH:11]=[C:10]([C:12]#[N:13])[C:5]([C:6]([O:8][CH3:9])=[O:7])=[C:4]([C:14]2[CH:15]=[N:16][N:17]([CH2:19][CH3:20])[CH:18]=2)[N:3]=1.CCN(C(C)C)C(C)C.[NH2:30][C@@H:31]1[CH2:36][CH2:35][CH2:34][CH2:33][C@@H:32]1[NH:37][C:38](=[O:44])[O:39][C:40]([CH3:43])([CH3:42])[CH3:41], predict the reaction product. The product is: [C:40]([O:39][C:38]([NH:37][C@H:32]1[CH2:33][CH2:34][CH2:35][CH2:36][C@H:31]1[NH:30][C:2]1[CH:11]=[C:10]([C:12]#[N:13])[C:5]([C:6]([O:8][CH3:9])=[O:7])=[C:4]([C:14]2[CH:15]=[N:16][N:17]([CH2:19][CH3:20])[CH:18]=2)[N:3]=1)=[O:44])([CH3:43])([CH3:41])[CH3:42]. (7) The product is: [C:2]([C:7]1[S:11][C:10]([CH2:12][N:13]2[N:17]=[C:16]([NH:18][C:31]([C:27]3[N:28]=[CH:29][O:30][C:26]=3[C:22]3[CH:23]=[CH:24][CH:25]=[C:20]([Cl:19])[CH:21]=3)=[O:32])[CH:15]=[N:14]2)=[CH:9][CH:8]=1)(=[O:6])[CH3:1]. Given the reactants [CH3:1][C:2]1([C:7]2[S:11][C:10]([CH2:12][N:13]3[N:17]=[C:16]([NH2:18])[CH:15]=[N:14]3)=[CH:9][CH:8]=2)[O:6]CCO1.[Cl:19][C:20]1[CH:21]=[C:22]([C:26]2[O:30][CH:29]=[N:28][C:27]=2[C:31](O)=[O:32])[CH:23]=[CH:24][CH:25]=1, predict the reaction product. (8) Given the reactants [CH3:1][Si:2]([CH3:27])([CH3:26])[CH2:3][CH2:4][O:5][CH2:6][N:7]1[C:11]2[N:12]=[CH:13][N:14]=[C:15]([C:16]3[CH:17]=[N:18][N:19]([CH:21]([CH3:25])[CH2:22][C:23]#[N:24])[CH:20]=3)[C:10]=2[CH:9]=[CH:8]1, predict the reaction product. The product is: [CH3:26][Si:2]([CH3:1])([CH3:27])[CH2:3][CH2:4][O:5][CH2:6][N:7]1[C:11]2[N:12]=[CH:13][N:14]=[C:15]([C:16]3[CH:17]=[N:18][N:19]([C@@H:21]([CH3:25])[CH2:22][C:23]#[N:24])[CH:20]=3)[C:10]=2[CH:9]=[CH:8]1. (9) Given the reactants Cl[C:2]1[CH:9]=[CH:8][C:5]([C:6]#[N:7])=[CH:4][N:3]=1.O.[NH2:11][NH2:12], predict the reaction product. The product is: [NH:11]([C:2]1[CH:9]=[CH:8][C:5]([C:6]#[N:7])=[CH:4][N:3]=1)[NH2:12]. (10) Given the reactants [OH-].[Na+].C[O:4][C:5](=[O:39])[CH2:6][C:7]1[CH:8]=[N:9][CH:10]=[C:11]([C:13]2[CH:18]=[CH:17][C:16]([C:19]([CH2:37][CH3:38])([C:22]3[CH:27]=[CH:26][C:25]([C:28]#[C:29][C:30]([CH2:34][CH3:35])([OH:33])[CH2:31][CH3:32])=[C:24]([CH3:36])[CH:23]=3)[CH2:20][CH3:21])=[CH:15][CH:14]=2)[CH:12]=1.[Cl-].[NH4+], predict the reaction product. The product is: [CH2:20]([C:19]([C:16]1[CH:15]=[CH:14][C:13]([C:11]2[CH:12]=[C:7]([CH2:6][C:5]([OH:39])=[O:4])[CH:8]=[N:9][CH:10]=2)=[CH:18][CH:17]=1)([C:22]1[CH:27]=[CH:26][C:25]([C:28]#[C:29][C:30]([CH2:31][CH3:32])([OH:33])[CH2:34][CH3:35])=[C:24]([CH3:36])[CH:23]=1)[CH2:37][CH3:38])[CH3:21].